Dataset: Catalyst prediction with 721,799 reactions and 888 catalyst types from USPTO. Task: Predict which catalyst facilitates the given reaction. (1) Reactant: C([O:3][C:4](=[O:34])[CH:5]=[C:6]([C:8]1[O:12][C:11]2[C:13]([C:17]3[CH:22]=[C:21]([C:23]([CH3:26])([CH3:25])[CH3:24])[CH:20]=[C:19]([C:27]([CH3:30])([CH3:29])[CH3:28])[C:18]=3[O:31][CH2:32][CH3:33])=[CH:14][CH:15]=[CH:16][C:10]=2[CH:9]=1)[CH3:7])C.C1COCC1.[Li+].[OH-]. Product: [CH2:32]([O:31][C:18]1[C:19]([C:27]([CH3:30])([CH3:28])[CH3:29])=[CH:20][C:21]([C:23]([CH3:26])([CH3:25])[CH3:24])=[CH:22][C:17]=1[C:13]1[C:11]2[O:12][C:8]([C:6]([CH3:7])=[CH:5][C:4]([OH:34])=[O:3])=[CH:9][C:10]=2[CH:16]=[CH:15][CH:14]=1)[CH3:33]. The catalyst class is: 5. (2) Reactant: [C:1]([CH:3]=[C:4]1[CH2:9][CH2:8][N:7]([C:10]2[CH:15]=[CH:14][C:13]([N:16]3[CH2:20][C@H:19]([CH2:21][NH2:22])[O:18][C:17]3=[O:23])=[CH:12][C:11]=2[F:24])[CH2:6][CH2:5]1)#[N:2].[CH2:25](Br)[CH:26]=[CH2:27].C(=O)([O-])[O-].[K+].[K+]. Product: [C:1]([CH:3]=[C:4]1[CH2:9][CH2:8][N:7]([C:10]2[CH:15]=[CH:14][C:13]([N:16]3[CH2:20][C@H:19]([CH2:21][NH:22][CH2:27][CH:26]=[CH2:25])[O:18][C:17]3=[O:23])=[CH:12][C:11]=2[F:24])[CH2:6][CH2:5]1)#[N:2]. The catalyst class is: 7. (3) Reactant: [C:1]([O:5][C:6]([CH2:8][CH:9]([C:18]1[CH:26]=[CH:25][C:21]([C:22](O)=[O:23])=[CH:20][CH:19]=1)[NH:10][C:11]([O:13][C:14]([CH3:17])([CH3:16])[CH3:15])=[O:12])=[O:7])([CH3:4])([CH3:3])[CH3:2].CC[N:29]([CH:33]([CH3:35])C)[CH:30]([CH3:32])C.[CH3:36][N:37](C(ON1N=NC2C=CC=CC1=2)=[N+](C)C)C.[B-](F)(F)(F)F.C1C=CC2N(O)N=NC=2C=1.NC1C=CN=CC=1.CN(C(ON1N=NC2C=CC=CC1=2)=[N+](C)C)C.[B-](F)(F)(F)F. Product: [C:1]([O:5][C:6](=[O:7])[CH2:8][CH:9]([NH:10][C:11]([O:13][C:14]([CH3:17])([CH3:15])[CH3:16])=[O:12])[C:18]1[CH:26]=[CH:25][C:21]([C:22](=[O:23])[NH:37][C:36]2[CH:32]=[CH:30][N:29]=[CH:33][CH:35]=2)=[CH:20][CH:19]=1)([CH3:4])([CH3:3])[CH3:2]. The catalyst class is: 3. (4) Reactant: [CH2:1]([O:3][C:4]([C:6]1[C:10](C=O)=[C:9](Br)[N:8]([C:14]2[CH:19]=[CH:18][CH:17]=[CH:16][C:15]=2[Cl:20])[N:7]=1)=[O:5])[CH3:2].C(N)(C)C.C(O)(=[O:27])C.C(O[BH-](OC(=O)C)OC(=O)C)(=O)C.[Na+]. Product: [CH2:1]([O:3][C:4]([C:6]1[CH:10]=[C:9]([OH:27])[N:8]([C:14]2[CH:19]=[CH:18][CH:17]=[CH:16][C:15]=2[Cl:20])[N:7]=1)=[O:5])[CH3:2]. The catalyst class is: 756. (5) Reactant: [C:1]([O:5][C:6]([NH:8][CH:9]([CH:27]1[CH2:32][CH2:31][CH2:30][CH2:29][CH2:28]1)[C:10]([N:12]1[CH:19]2[CH:15]([N:16]([S:23]([CH3:26])(=[O:25])=[O:24])[CH2:17][CH:18]2[C:20]([OH:22])=O)[CH2:14][CH2:13]1)=[O:11])=[O:7])([CH3:4])([CH3:3])[CH3:2].[CH3:33][C@@H:34]([NH2:41])[C:35]1[CH:40]=[CH:39][CH:38]=[CH:37][CH:36]=1.C(Cl)CCl.C1C=CC2N(O)N=NC=2C=1.CCN(C(C)C)C(C)C. Product: [C:1]([O:5][C:6](=[O:7])[NH:8][CH:9]([CH:27]1[CH2:32][CH2:31][CH2:30][CH2:29][CH2:28]1)[C:10]([N:12]1[CH2:13][CH2:14][CH:15]2[N:16]([S:23]([CH3:26])(=[O:24])=[O:25])[CH2:17][CH:18]([C:20](=[O:22])[NH:41][CH:34]([C:35]3[CH:40]=[CH:39][CH:38]=[CH:37][CH:36]=3)[CH3:33])[CH:19]12)=[O:11])([CH3:2])([CH3:4])[CH3:3]. The catalyst class is: 2. (6) Reactant: [CH3:1][CH:2]1[CH:7]([C:8]2[N:9]=[C:10]([NH:13][C:14]3[C:19]([O:20][C:21]4[CH:26]=[CH:25][CH:24]=[CH:23][CH:22]=4)=[CH:18][C:17]([S:27][C:28]4[CH:33]=[CH:32][CH:31]=[CH:30][N:29]=4)=[CH:16][N:15]=3)[S:11][CH:12]=2)[CH2:6][CH2:5][N:4](C(OC(C)(C)C)=O)[CH2:3]1.C(Cl)Cl.CO.Cl. Product: [CH3:1][CH:2]1[CH:7]([C:8]2[N:9]=[C:10]([NH:13][C:14]3[C:19]([O:20][C:21]4[CH:26]=[CH:25][CH:24]=[CH:23][CH:22]=4)=[CH:18][C:17]([S:27][C:28]4[CH:33]=[CH:32][CH:31]=[CH:30][N:29]=4)=[CH:16][N:15]=3)[S:11][CH:12]=2)[CH2:6][CH2:5][NH:4][CH2:3]1. The catalyst class is: 12. (7) Reactant: [I:1][C:2]1[CH:11]=[C:10]2[C:5]([CH:6]=[C:7]([C:16]([O:18]CC)=[O:17])[CH:8]([C:12]([F:15])([F:14])[F:13])[O:9]2)=[CH:4][CH:3]=1.[OH-].[Na+]. Product: [I:1][C:2]1[CH:11]=[C:10]2[C:5]([CH:6]=[C:7]([C:16]([OH:18])=[O:17])[CH:8]([C:12]([F:14])([F:13])[F:15])[O:9]2)=[CH:4][CH:3]=1. The catalyst class is: 88. (8) Reactant: [Cl:1][S:2]([OH:5])(=O)=[O:3].[F:6][C:7]1[CH:8]=[C:9]([CH:19]=[CH:20][CH:21]=1)[CH2:10][CH:11]1[CH:16]2[CH2:17][CH2:18][N:13]([CH2:14][CH2:15]2)[CH2:12]1.O. Product: [N:13]12[CH2:18][CH2:17][CH:16]([CH2:15][CH2:14]1)[CH:11]([CH2:10][C:9]1[CH:8]=[C:7]([F:6])[CH:21]=[CH:20][C:19]=1[S:2]([Cl:1])(=[O:5])=[O:3])[CH2:12]2. The catalyst class is: 26. (9) Reactant: [OH:1][CH2:2][CH:3]1[CH2:12][C:11]2[C:6](=[CH:7][CH:8]=[CH:9][CH:10]=2)[C:5](=[O:13])[NH:4]1.C(N(CC)CC)C.[CH3:21][S:22](Cl)(=[O:24])=[O:23]. Product: [CH3:21][S:22]([O:1][CH2:2][CH:3]1[CH2:12][C:11]2[C:6](=[CH:7][CH:8]=[CH:9][CH:10]=2)[C:5](=[O:13])[NH:4]1)(=[O:24])=[O:23]. The catalyst class is: 2.